This data is from Peptide-MHC class I binding affinity with 185,985 pairs from IEDB/IMGT. The task is: Regression. Given a peptide amino acid sequence and an MHC pseudo amino acid sequence, predict their binding affinity value. This is MHC class I binding data. (1) The peptide sequence is AMDDFQLI. The MHC is H-2-Kb with pseudo-sequence H-2-Kb. The binding affinity (normalized) is 0.0735. (2) The peptide sequence is TLVPVLEKKV. The MHC is HLA-A02:02 with pseudo-sequence HLA-A02:02. The binding affinity (normalized) is 0.564. (3) The peptide sequence is VMNFIPIIY. The MHC is HLA-A33:01 with pseudo-sequence HLA-A33:01. The binding affinity (normalized) is 0. (4) The peptide sequence is IHQDGIHIL. The MHC is Mamu-B1001 with pseudo-sequence Mamu-B1001. The binding affinity (normalized) is 0.779. (5) The peptide sequence is SELPQWLSANR. The MHC is HLA-A02:06 with pseudo-sequence HLA-A02:06. The binding affinity (normalized) is 0.697. (6) The peptide sequence is YRLVSAVEK. The MHC is HLA-B27:05 with pseudo-sequence HLA-B27:05. The binding affinity (normalized) is 0.686. (7) The peptide sequence is RRGKANKPR. The MHC is HLA-A26:02 with pseudo-sequence HLA-A26:02. The binding affinity (normalized) is 0.0847. (8) The peptide sequence is RVKEKYQHL. The MHC is HLA-A33:01 with pseudo-sequence HLA-A33:01. The binding affinity (normalized) is 0.120.